Dataset: Full USPTO retrosynthesis dataset with 1.9M reactions from patents (1976-2016). Task: Predict the reactants needed to synthesize the given product. (1) Given the product [C:27]([C:26]1[S:33][C:22]([C:21]2[CH:20]=[N:19][N:16]3[CH:17]=[CH:18][C:13]([N:9]4[CH2:10][CH2:11][CH2:12][CH:8]4[C:4]4[CH:5]=[N:6][CH:7]=[C:2]([F:1])[CH:3]=4)=[N:14][C:15]=23)=[N:24][N:25]=1)([CH3:30])([CH3:29])[CH3:28], predict the reactants needed to synthesize it. The reactants are: [F:1][C:2]1[CH:3]=[C:4]([CH:8]2[CH2:12][CH2:11][CH2:10][N:9]2[C:13]2[CH:18]=[CH:17][N:16]3[N:19]=[CH:20][C:21]([C:22]([NH:24][NH:25][C:26](=O)[C:27]([CH3:30])([CH3:29])[CH3:28])=O)=[C:15]3[N:14]=2)[CH:5]=[N:6][CH:7]=1.P12(SP3(SP(SP(S3)(S1)=S)(=S)S2)=S)=[S:33].C([O-])([O-])=O.[Na+].[Na+]. (2) Given the product [CH3:1][NH:2][CH2:5][C:6]1[CH:11]=[CH:10][CH:9]=[CH:8][N:7]=1, predict the reactants needed to synthesize it. The reactants are: [CH3:1][NH2:2].Cl.Cl[CH2:5][C:6]1[CH:11]=[CH:10][CH:9]=[CH:8][N:7]=1.